This data is from Merck oncology drug combination screen with 23,052 pairs across 39 cell lines. The task is: Regression. Given two drug SMILES strings and cell line genomic features, predict the synergy score measuring deviation from expected non-interaction effect. (1) Drug 1: CC1(c2nc3c(C(N)=O)cccc3[nH]2)CCCN1. Drug 2: COC1=C2CC(C)CC(OC)C(O)C(C)C=C(C)C(OC(N)=O)C(OC)C=CC=C(C)C(=O)NC(=CC1=O)C2=O. Cell line: MDAMB436. Synergy scores: synergy=17.4. (2) Synergy scores: synergy=7.50. Drug 2: COC1CC2CCC(C)C(O)(O2)C(=O)C(=O)N2CCCCC2C(=O)OC(C(C)CC2CCC(OP(C)(C)=O)C(OC)C2)CC(=O)C(C)C=C(C)C(O)C(OC)C(=O)C(C)CC(C)C=CC=CC=C1C. Cell line: NCIH2122. Drug 1: CC1(c2nc3c(C(N)=O)cccc3[nH]2)CCCN1. (3) Drug 1: N#Cc1ccc(Cn2cncc2CN2CCN(c3cccc(Cl)c3)C(=O)C2)cc1. Drug 2: Cc1nc(Nc2ncc(C(=O)Nc3c(C)cccc3Cl)s2)cc(N2CCN(CCO)CC2)n1. Cell line: OVCAR3. Synergy scores: synergy=49.7. (4) Cell line: SKOV3. Drug 2: CC1(c2nc3c(C(N)=O)cccc3[nH]2)CCCN1. Drug 1: CCC1(O)CC2CN(CCc3c([nH]c4ccccc34)C(C(=O)OC)(c3cc4c(cc3OC)N(C)C3C(O)(C(=O)OC)C(OC(C)=O)C5(CC)C=CCN6CCC43C65)C2)C1. Synergy scores: synergy=-5.21. (5) Drug 1: CC1CC2C3CCC4=CC(=O)C=CC4(C)C3(F)C(O)CC2(C)C1(O)C(=O)CO. Drug 2: Cc1nc(Nc2ncc(C(=O)Nc3c(C)cccc3Cl)s2)cc(N2CCN(CCO)CC2)n1. Cell line: NCIH520. Synergy scores: synergy=28.4.